The task is: Predict the product of the given reaction.. This data is from Forward reaction prediction with 1.9M reactions from USPTO patents (1976-2016). (1) The product is: [Cl:1][C:2]1[CH:3]=[CH:4][C:5]([O:12][CH3:13])=[C:6]([S:8]([NH:21][C@@H:22]2[CH2:26][CH2:25][N:24]([C:27]#[N:16])[CH2:23]2)(=[O:10])=[O:9])[CH:7]=1. Given the reactants [Cl:1][C:2]1[CH:3]=[CH:4][C:5]([O:12][CH3:13])=[C:6]([S:8](Cl)(=[O:10])=[O:9])[CH:7]=1.C([N:16](CC)CC)C.[NH2:21][C@@H:22]1[CH2:26][CH2:25][N:24]([C:27](OC(C)(C)C)=O)[CH2:23]1.CCN(C(C)C)C(C)C.BrC#N, predict the reaction product. (2) Given the reactants [I:1][C:2]1[C:10]2[C:5](=[N:6][CH:7]=[N:8][C:9]=2[NH2:11])[NH:4][N:3]=1.O[CH:13]1[CH2:17][CH2:16][N:15]([C:18]([O:20][C:21]([CH3:24])([CH3:23])[CH3:22])=[O:19])[CH2:14]1.C1(P(C2C=CC=CC=2)C2C=CC=CC=2)C=CC=CC=1.CCOC(/N=N/C(OCC)=O)=O, predict the reaction product. The product is: [NH2:11][C:9]1[N:8]=[CH:7][N:6]=[C:5]2[N:4]([CH:17]3[CH2:13][CH2:14][N:15]([C:18]([O:20][C:21]([CH3:24])([CH3:23])[CH3:22])=[O:19])[CH2:16]3)[N:3]=[C:2]([I:1])[C:10]=12. (3) Given the reactants C1CCC(N=C=NC2CCCCC2)CC1.[CH:16]([C:18]1[CH:26]=[CH:25][C:21]([C:22]([OH:24])=[O:23])=[CH:20][CH:19]=1)=[CH2:17].O[CH:28]([CH3:41])[CH2:29][C:30]([CH:32]1[C:37]([CH3:39])([CH3:38])[CH2:36][CH:35]=[CH:34][CH:33]1[CH3:40])=[O:31], predict the reaction product. The product is: [CH:16]([C:18]1[CH:26]=[CH:25][C:21]([C:22]([O:24][CH:28]([CH3:41])[CH2:29][C:30](=[O:31])[CH:32]2[C:37]([CH3:39])([CH3:38])[CH2:36][CH:35]=[CH:34][CH:33]2[CH3:40])=[O:23])=[CH:20][CH:19]=1)=[CH2:17]. (4) Given the reactants [Cl:1][C:2]1[CH:7]=[C:6]([Cl:8])[CH:5]=[CH:4][C:3]=1[C:9]1[N:14]=[C:13]([N:15]([CH2:20][CH:21]([CH3:23])[CH3:22])[C:16](=[O:19])[CH2:17][CH3:18])[C:12]([C:24]#[N:25])=[CH:11][C:10]=1[C:26]1[CH:31]=[CH:30][C:29]([Cl:32])=[CH:28][CH:27]=1.[H-].[Na+], predict the reaction product. The product is: [NH2:25][C:24]1[C:12]2[C:13](=[N:14][C:9]([C:3]3[CH:4]=[CH:5][C:6]([Cl:8])=[CH:7][C:2]=3[Cl:1])=[C:10]([C:26]3[CH:31]=[CH:30][C:29]([Cl:32])=[CH:28][CH:27]=3)[CH:11]=2)[N:15]([CH2:20][CH:21]([CH3:23])[CH3:22])[C:16](=[O:19])[C:17]=1[CH3:18]. (5) Given the reactants [N:1]([C:4]1[CH:5]=[CH:6][C:7]2[C:8]3[N:29]=[CH:28][C:27]([C:30]4[N:34]([CH3:35])[N:33]=[N:32][C:31]=4[CH3:36])=[CH:26][C:9]=3[N:10]([C@@H:13](C3CCOCC3)[C:14]3[CH:19]=[CH:18][CH:17]=[CH:16][CH:15]=3)[C:11]=2[CH:12]=1)=[C:2]=[O:3].[F:37][C:38]([F:43])([F:42])[CH2:39][CH2:40][OH:41].[C:44](O)(C(F)(F)F)=O.O1[CH2:56][CH2:55][O:54][CH2:53][CH2:52]1, predict the reaction product. The product is: [CH3:36][C:31]1[N:32]=[N:33][N:34]([CH3:35])[C:30]=1[C:27]1[CH:28]=[N:29][C:8]2[C:7]3[CH:6]=[CH:5][C:4]([NH:1][C:2](=[O:3])[O:41][CH2:40][CH2:39][C:38]([F:43])([F:42])[F:37])=[CH:12][C:11]=3[N:10]([CH2:13][C:14]3[CH:15]=[C:16]([CH:44]4[CH2:56][CH2:55][O:54][CH2:53][CH2:52]4)[CH:17]=[CH:18][CH:19]=3)[C:9]=2[CH:26]=1. (6) Given the reactants [CH3:1][O:2][C:3](=[O:26])[CH2:4][C@H:5]1[C:9]2[CH:10]=[CH:11][C:12]([O:14][C@H:15]3[C:23]4[C:18](=[C:19]([OH:25])[CH:20]=[CH:21][C:22]=4[F:24])[CH2:17][CH2:16]3)=[CH:13][C:8]=2[O:7][CH2:6]1.[F:27][C:28]1[CH:29]=[C:30](B(O)O)[CH:31]=[C:32]([F:42])[C:33]=1[O:34][CH2:35][CH2:36][CH2:37][S:38]([CH3:41])(=[O:40])=[O:39], predict the reaction product. The product is: [CH3:1][O:2][C:3](=[O:26])[CH2:4][C@H:5]1[C:9]2[CH:10]=[CH:11][C:12]([O:14][C@H:15]3[C:23]4[C:18](=[C:19]([O:25][C:30]5[CH:29]=[C:28]([F:27])[C:33]([O:34][CH2:35][CH2:36][CH2:37][S:38]([CH3:41])(=[O:39])=[O:40])=[C:32]([F:42])[CH:31]=5)[CH:20]=[CH:21][C:22]=4[F:24])[CH2:17][CH2:16]3)=[CH:13][C:8]=2[O:7][CH2:6]1.